Task: Predict which catalyst facilitates the given reaction.. Dataset: Catalyst prediction with 721,799 reactions and 888 catalyst types from USPTO (1) Reactant: [OH:1][C:2]1[CH:7]=[CH:6][CH:5]=[CH:4][C:3]=1[C:8]1[CH:13]=[CH:12][CH:11]=[CH:10][C:9]=1[OH:14].C1(=O)O[CH2:18][CH2:17][O:16]1.[I-].[K+].CN(C)C=O. Product: [OH:16][CH2:17][CH2:18][O:1][C:2]1[CH:7]=[CH:6][CH:5]=[CH:4][C:3]=1[C:8]1[CH:13]=[CH:12][CH:11]=[CH:10][C:9]=1[OH:14]. The catalyst class is: 13. (2) Reactant: [NH:1]1[C:10]2[C:5](=[CH:6][C:7]3[CH2:15][CH2:14][N:13](C([O:18][C:19]([CH3:22])(C)C)=O)[CH2:12][CH2:11][C:8]=3[CH:9]=2)[CH2:4][CH2:3][CH2:2]1.C(N(CC)CC)C.[CH2:30]([S:32](Cl)(=[O:34])=[O:33])[CH3:31].CN1C=CN=C1.CC[O:44][C:45]([CH3:47])=[O:46]. Product: [C:45]([OH:44])(=[O:46])/[CH:47]=[CH:22]/[C:19]([OH:18])=[O:33].[CH2:30]([S:32]([N:1]1[C:10]2[C:5](=[CH:6][C:7]3[CH2:15][CH2:14][NH:13][CH2:12][CH2:11][C:8]=3[CH:9]=2)[CH2:4][CH2:3][CH2:2]1)(=[O:34])=[O:33])[CH3:31]. The catalyst class is: 614.